The task is: Predict the reactants needed to synthesize the given product.. This data is from Full USPTO retrosynthesis dataset with 1.9M reactions from patents (1976-2016). (1) The reactants are: [Cl:1][C:2]1[CH:3]=[CH:4][C:5]([O:21][CH2:22][CH3:23])=[C:6]([C:8]2[N:9](C(OC(C)(C)C)=O)[CH2:10][CH2:11][O:12][CH:13]=2)[CH:7]=1. Given the product [Cl:1][C:2]1[CH:3]=[CH:4][C:5]([O:21][CH2:22][CH3:23])=[C:6]([CH:8]2[CH2:13][O:12][CH2:11][CH2:10][NH:9]2)[CH:7]=1, predict the reactants needed to synthesize it. (2) Given the product [Cl:2][C:3]1[CH:4]=[C:5]([NH:10][C:11]2[C:16]([NH:17][N:18]=[CH:33][C:31]3[O:32][C:28]([C:22]4[CH:23]=[CH:24][CH:25]=[CH:26][CH:27]=4)=[CH:29][CH:30]=3)=[N:15][C:14]3=[N:19][O:20][N:21]=[C:13]3[N:12]=2)[CH:6]=[CH:7][C:8]=1[F:9], predict the reactants needed to synthesize it. The reactants are: Cl.[Cl:2][C:3]1[CH:4]=[C:5]([NH:10][C:11]2[C:16]([NH:17][NH2:18])=[N:15][C:14]3=[N:19][O:20][N:21]=[C:13]3[N:12]=2)[CH:6]=[CH:7][C:8]=1[F:9].[C:22]1([C:28]2[O:32][C:31]([CH:33]=O)=[CH:30][CH:29]=2)[CH:27]=[CH:26][CH:25]=[CH:24][CH:23]=1.